Task: Predict the reaction yield, written as a fraction of the theoretical maximum amount of product (1.0 means a 100% yield; for example, 0.34 means a 34% yield).. Dataset: Reaction yield outcomes from USPTO patents with 853,638 reactions (1) The reactants are [NH2:1][C:2]1[CH:7]=[CH:6][C:5]([C:8]([N:10]2[CH2:14][CH2:13][C@@H:12]([NH:15][C:16]3[N:21]=[C:20]([C:22]4[C:30]5[C:25](=[CH:26][CH:27]=[CH:28][CH:29]=5)[N:24]([S:31]([C:34]5[CH:39]=[CH:38][CH:37]=[CH:36][CH:35]=5)(=[O:33])=[O:32])[CH:23]=4)[C:19](Cl)=[CH:18][N:17]=3)[CH2:11]2)=[O:9])=[CH:4][CH:3]=1.CC(C1C=C(C(C)C)C(C2C=CC=CC=2P(C2CCCCC2)C2CCCCC2)=C(C(C)C)C=1)C.C[C:76]([N:78](C)C)=O. The catalyst is CCOC(C)=O.[Zn].C1C=CC(/C=C/C(/C=C/C2C=CC=CC=2)=O)=CC=1.C1C=CC(/C=C/C(/C=C/C2C=CC=CC=2)=O)=CC=1.C1C=CC(/C=C/C(/C=C/C2C=CC=CC=2)=O)=CC=1.[Pd].[Pd].[C-]#N.[Zn+2].[C-]#N. The product is [NH2:1][C:2]1[CH:7]=[CH:6][C:5]([C:8]([N:10]2[CH2:14][CH2:13][C@@H:12]([NH:15][C:16]3[N:21]=[C:20]([C:22]4[C:30]5[C:25](=[CH:26][CH:27]=[CH:28][CH:29]=5)[N:24]([S:31]([C:34]5[CH:39]=[CH:38][CH:37]=[CH:36][CH:35]=5)(=[O:33])=[O:32])[CH:23]=4)[C:19]([C:76]#[N:78])=[CH:18][N:17]=3)[CH2:11]2)=[O:9])=[CH:4][CH:3]=1. The yield is 1.00. (2) The reactants are Cl[C:2]1[C:11]2[C:6](=[CH:7][C:8]([CH3:12])=[CH:9][CH:10]=2)[N:5]=[C:4]([C:13]2[CH:18]=[CH:17][CH:16]=[CH:15][C:14]=2[OH:19])[N:3]=1.[C:20]([O:24][C:25](=[O:32])[NH:26][C@@H:27]1[CH2:31][CH2:30][NH:29][CH2:28]1)([CH3:23])([CH3:22])[CH3:21].C(N(CC)CC)C. The catalyst is CN(C=O)C.O.C(Cl)Cl. The product is [OH:19][C:14]1[CH:15]=[CH:16][CH:17]=[CH:18][C:13]=1[C:4]1[N:3]=[C:2]([N:29]2[CH2:30][CH2:31][C@@H:27]([NH:26][C:25](=[O:32])[O:24][C:20]([CH3:22])([CH3:21])[CH3:23])[CH2:28]2)[C:11]2[C:6](=[CH:7][C:8]([CH3:12])=[CH:9][CH:10]=2)[N:5]=1. The yield is 0.860. (3) The reactants are [C:1]([O:5][C:6]([O:8][NH:9][C:10](=[O:16])[O:11][C:12]([CH3:15])([CH3:14])[CH3:13])=[O:7])([CH3:4])([CH3:3])[CH3:2].[H-].[Na+].Br[C:20]1([C:33]2[CH:38]=[CH:37][CH:36]=[CH:35][CH:34]=2)[C:24](=[O:25])[N:23]([CH3:26])[N:22]=[C:21]1[C:27]1[CH:32]=[CH:31][CH:30]=[CH:29][CH:28]=1. The catalyst is CN(C)C=O. The product is [C:12]([O:11][C:10]([N:9]([O:8][C:6]([O:5][C:1]([CH3:4])([CH3:3])[CH3:2])=[O:7])[C:20]1([C:33]2[CH:38]=[CH:37][CH:36]=[CH:35][CH:34]=2)[C:24](=[O:25])[N:23]([CH3:26])[N:22]=[C:21]1[C:27]1[CH:32]=[CH:31][CH:30]=[CH:29][CH:28]=1)=[O:16])([CH3:15])([CH3:14])[CH3:13]. The yield is 0.310. (4) The reactants are Br[C:2]1[CH:3]=[CH:4][C:5]([F:25])=[C:6]([C:8]2[N:13]=[C:12]([C:14]([O:16][CH2:17][CH3:18])=[O:15])[C:11]([NH:19][CH:20]([CH3:24])[CH2:21][O:22][CH3:23])=[CH:10][CH:9]=2)[CH:7]=1.[C:26]([C@:28]1([OH:35])[CH2:32][CH2:31][N:30]([CH3:33])[C:29]1=[O:34])#[CH:27]. No catalyst specified. The product is [F:25][C:5]1[CH:4]=[CH:3][C:2]([C:27]#[C:26][C@:28]2([OH:35])[CH2:32][CH2:31][N:30]([CH3:33])[C:29]2=[O:34])=[CH:7][C:6]=1[C:8]1[N:13]=[C:12]([C:14]([O:16][CH2:17][CH3:18])=[O:15])[C:11]([NH:19][CH:20]([CH3:24])[CH2:21][O:22][CH3:23])=[CH:10][CH:9]=1. The yield is 0.940. (5) The reactants are [F:1][C:2]1[CH:3]=[C:4]([CH2:13][CH2:14][C:15]([O:17][CH2:18][CH3:19])=[O:16])[CH:5]=[C:6]([F:12])[C:7]=1[O:8]COC.Cl.O. The catalyst is C(O)C. The product is [F:1][C:2]1[CH:3]=[C:4]([CH2:13][CH2:14][C:15]([O:17][CH2:18][CH3:19])=[O:16])[CH:5]=[C:6]([F:12])[C:7]=1[OH:8]. The yield is 0.880. (6) The reactants are [Br:1]Br.[Br:3][C:4]1[N:9]=[C:8]([NH:10][C:11]2[S:12][CH:13]=[CH:14][N:15]=2)[CH:7]=[CH:6][CH:5]=1. The catalyst is C(O)(=O)C.S([O-])(O)(=O)=O.[K+]. The product is [Br:3][C:4]1[N:9]=[C:8]([NH:10][C:11]2[S:12][C:13]([Br:1])=[CH:14][N:15]=2)[CH:7]=[CH:6][CH:5]=1. The yield is 0.940. (7) The reactants are FC(F)(F)S(O[C:7]1[CH:12]=[C:11]([O:13][C:14](=[O:18])[N:15]([CH3:17])[CH3:16])[CH:10]=[CH:9][C:8]=1[CH:19]=[O:20])(=O)=O.[Cl-].[Li+].[CH2:25]([Sn](CCCC)(CCCC)C=C)[CH2:26]CC.[F-].[K+]. The catalyst is O1CCOCC1.C1C=CC([P]([Pd]([P](C2C=CC=CC=2)(C2C=CC=CC=2)C2C=CC=CC=2)([P](C2C=CC=CC=2)(C2C=CC=CC=2)C2C=CC=CC=2)[P](C2C=CC=CC=2)(C2C=CC=CC=2)C2C=CC=CC=2)(C2C=CC=CC=2)C2C=CC=CC=2)=CC=1.C(C1C=CC=C(C(C)(C)C)C=1O)(C)(C)C. The product is [CH3:16][N:15]([CH3:17])[C:14](=[O:18])[O:13][C:11]1[CH:10]=[CH:9][C:8]([CH:19]=[O:20])=[C:7]([CH:25]=[CH2:26])[CH:12]=1. The yield is 0.790. (8) The reactants are [CH2:1]([C:5]1[N:6]=[C:7]([CH3:27])[NH:8][C:9](=[O:26])[C:10]=1[CH2:11][C:12]1[CH:17]=[CH:16][C:15]([C:18]2[C:19]([C:24]#[N:25])=[CH:20][CH:21]=[CH:22][CH:23]=2)=[CH:14][CH:13]=1)[CH2:2][CH2:3][CH3:4].C(=O)([O-])[O-].[K+].[K+].Cl.Cl[CH2:36][C:37]1[CH:46]=[CH:45][C:44]2[C:39](=[CH:40][CH:41]=[CH:42][CH:43]=2)[N:38]=1.CN(C)C=O. The catalyst is C(OCC)(=O)C. The product is [CH2:1]([C:5]1[N:6]=[C:7]([CH3:27])[N:8]([CH2:36][C:37]2[CH:46]=[CH:45][C:44]3[C:39](=[CH:40][CH:41]=[CH:42][CH:43]=3)[N:38]=2)[C:9](=[O:26])[C:10]=1[CH2:11][C:12]1[CH:17]=[CH:16][C:15]([C:18]2[C:19]([C:24]#[N:25])=[CH:20][CH:21]=[CH:22][CH:23]=2)=[CH:14][CH:13]=1)[CH2:2][CH2:3][CH3:4]. The yield is 0.260. (9) The reactants are [O-]S(C(F)(F)F)(=O)=O.[OH:9][C:10]1[CH:15]=[CH:14][C:13]([S+:16]([C:23]2[CH:28]=[CH:27][C:26]([OH:29])=[CH:25][CH:24]=2)[C:17]2[CH:22]=[CH:21][CH:20]=[CH:19][CH:18]=2)=[CH:12][CH:11]=1.[S:30]([C:34]([C:37]([C:40]([C:43]([F:46])([F:45])[F:44])([F:42])[F:41])([F:39])[F:38])([F:36])[F:35])([O-:33])(=[O:32])=[O:31].[K+]. The catalyst is O. The product is [S:30]([C:34]([C:37]([C:40]([C:43]([F:44])([F:45])[F:46])([F:41])[F:42])([F:39])[F:38])([F:36])[F:35])([O-:33])(=[O:32])=[O:31].[OH:9][C:10]1[CH:15]=[CH:14][C:13]([S+:16]([C:23]2[CH:24]=[CH:25][C:26]([OH:29])=[CH:27][CH:28]=2)[C:17]2[CH:22]=[CH:21][CH:20]=[CH:19][CH:18]=2)=[CH:12][CH:11]=1. The yield is 0.610.